This data is from Drug-target binding data from BindingDB using IC50 measurements. The task is: Regression. Given a target protein amino acid sequence and a drug SMILES string, predict the binding affinity score between them. We predict pIC50 (pIC50 = -log10(IC50 in M); higher means more potent). Dataset: bindingdb_ic50. (1) The drug is Cc1cc(C)cc(-c2ccc3nc(NC(=O)C4CCCCCC4)n(C)c3c2)c1. The target protein sequence is MSSFGRVTARSGDAGTRDSLDRYNRLDVLGEGTYGVVYRAVDKITGQYVALKKVRLDRTEEGIPQTALREVSILQEFDHPNIVNLLDVICSDGKLYLVFEYVEADLKKAIEKQEGGYSGMDLKRLIYQLLDGLYFCHRHRIIHRDLKPANILLTSGNVLKLADFGLARAFQVPMHTYTHEVVTLWYRAPEILLGEKHYTPAVDMWSVGCIFAELTRRKVLFRGDSEIGQLFEIFQVLGTPTDTEGSWPGVSRLPDYRDVFPKWTAKRLGQVLPELHPDAIDLLSKMLKYDPRERISAKEALQHPWFSDLRW. The pIC50 is 8.3. (2) The compound is N#CCN(CCCCN1CCN(C(c2ccc(F)cc2)c2ccc(F)cc2)CC1)C(=O)OCc1ccccc1. The target protein sequence is MCSLITQLCDAGQLADYVGLGWLNAVSSQPYLVQALGLQPPPRRVDVDAAFRDAEGLHGHQPWVATPLPGRTVRALFIGINYYGTSAALSGCCNDVKQMLATLQKKGLPINEAVILVDEDNFPGRTDQPTRDNIVRYMAWLVKDAKPGDVLFFHYSGHGTQCKSRGDSDEKYDQCIAPVDFQKSGCIVDDDIHKLLFSRLPEKVRLTAVFDCCHSGSIMDLPFTYVCSGGEQASGTPHMKRIREGNDVLGDVMMISGCADEQTSADVKNTATFGTGSTGAGGAATQCITCMLMNNQSLSYGKLLIETRDMLKRKGFKQVPQLSASKAIDLDQTFSLTEMFSVDRSVQ. The pIC50 is 4.0.